Dataset: Full USPTO retrosynthesis dataset with 1.9M reactions from patents (1976-2016). Task: Predict the reactants needed to synthesize the given product. (1) Given the product [NH:2]1[C:10]2[CH2:11][O:12][CH2:13][CH2:14][C:9]=2[C:3]([C:4]([O:6][CH2:7][CH3:8])=[O:5])=[N:1]1, predict the reactants needed to synthesize it. The reactants are: [N+:1](=[C:3]([C:9]1(O)[CH2:14][CH2:13][O:12][CH2:11][CH2:10]1)[C:4]([O:6][CH2:7][CH3:8])=[O:5])=[N-:2].O=P(Cl)(Cl)Cl. (2) Given the product [CH3:13][C:14]1[O:18][C:17]([CH2:19][NH:20][C:2]2[CH:11]=[CH:10][C:9]3[C:4](=[CH:5][CH:6]=[C:7]([NH:21][CH2:22][C:23]4[CH:28]=[CH:27][N:26]=[CH:25][CH:24]=4)[CH:8]=3)[N:3]=2)=[CH:16][CH:15]=1, predict the reactants needed to synthesize it. The reactants are: Cl[C:2]1[CH:11]=[CH:10][C:9]2[C:4](=[CH:5][CH:6]=[C:7](Cl)[CH:8]=2)[N:3]=1.[CH3:13][C:14]1[O:18][C:17]([CH2:19][NH2:20])=[CH:16][CH:15]=1.[NH2:21][CH2:22][C:23]1[CH:28]=[CH:27][N:26]=[CH:25][CH:24]=1. (3) Given the product [CH3:18][O:14][C:4]1([CH2:3][O:2][CH3:1])[CH2:13][CH2:12][C:7]2([O:8][CH2:9][CH2:10][O:11]2)[CH2:6][CH2:5]1, predict the reactants needed to synthesize it. The reactants are: [CH3:1][O:2][CH2:3][C:4]1([OH:14])[CH2:13][CH2:12][C:7]2([O:11][CH2:10][CH2:9][O:8]2)[CH2:6][CH2:5]1.[H-].[Na+].I[CH3:18].O. (4) The reactants are: Cl[C:2]1[C:3]([O:16][CH2:17][C:18]2([C:22]([F:25])([F:24])[F:23])[CH2:21][CH2:20][CH2:19]2)=[CH:4][C:5]([F:15])=[C:6]([CH:14]=1)[C:7]([O:9]C(C)(C)C)=[O:8].[CH:26]1(B(O)O)[CH2:28][CH2:27]1.P([O-])([O-])([O-])=O.[K+].[K+].[K+].F[B-](F)(F)F.C1(P(C2CCCCC2)C2CCCCC2)CCCCC1. Given the product [CH:26]1([C:2]2[C:3]([O:16][CH2:17][C:18]3([C:22]([F:24])([F:25])[F:23])[CH2:19][CH2:20][CH2:21]3)=[CH:4][C:5]([F:15])=[C:6]([CH:14]=2)[C:7]([OH:9])=[O:8])[CH2:28][CH2:27]1, predict the reactants needed to synthesize it. (5) Given the product [C:1]([C:4]1[CH:5]=[CH:6][C:7]([N:10]([CH3:15])[S:11]([CH3:14])(=[O:12])=[O:13])=[CH:8][CH:9]=1)(=[O:3])[CH3:2], predict the reactants needed to synthesize it. The reactants are: [C:1]([C:4]1[CH:9]=[CH:8][C:7]([NH:10][S:11]([CH3:14])(=[O:13])=[O:12])=[CH:6][CH:5]=1)(=[O:3])[CH3:2].[C:15](=O)([O-])[O-].[K+].[K+].CI. (6) Given the product [CH3:1][O:2][N:3]1[CH2:4][CH2:5][N:6]2[C:12](=[O:13])[C:11]([C:14]3[C:15]([CH3:22])=[CH:16][C:17]([CH3:21])=[CH:18][C:19]=3[CH3:20])=[C:10]([O:23][C:32](=[O:33])[O:34][CH2:35][CH3:36])[N:7]2[CH2:8][CH2:9]1, predict the reactants needed to synthesize it. The reactants are: [CH3:1][O:2][N:3]1[CH2:9][CH2:8][N:7]2[C:10](=[O:23])[CH:11]([C:14]3[C:19]([CH3:20])=[CH:18][C:17]([CH3:21])=[CH:16][C:15]=3[CH3:22])[C:12](=[O:13])[N:6]2[CH2:5][CH2:4]1.C(N(CC)CC)C.Cl[C:32]([O:34][CH2:35][CH3:36])=[O:33]. (7) Given the product [CH2:2]([C:4]1[C:8]([O:9][C:10]2[CH:11]=[C:12]([CH:15]=[C:16]([S:18]([CH3:19])=[O:25])[CH:17]=2)[C:13]#[N:14])=[C:7]([CH2:20][CH3:21])[N:6]([CH2:22][CH2:23][OH:24])[N:5]=1)[CH3:3], predict the reactants needed to synthesize it. The reactants are: O.[CH2:2]([C:4]1[C:8]([O:9][C:10]2[CH:11]=[C:12]([CH:15]=[C:16]([S:18][CH3:19])[CH:17]=2)[C:13]#[N:14])=[C:7]([CH2:20][CH3:21])[N:6]([CH2:22][CH2:23][OH:24])[N:5]=1)[CH3:3].[OH:25]OS([O-])=O.[K+]. (8) Given the product [C:1]([O:5][C:6]([N:8]1[CH2:13][CH:12]=[C:11]([C:14]2[NH:18][C:17]([C:26]3[CH:27]=[CH:28][C:23]([C:22]([F:33])([F:32])[F:21])=[CH:24][CH:25]=3)=[C:16]([Cl:20])[N:15]=2)[CH2:10][CH2:9]1)=[O:7])([CH3:2])([CH3:3])[CH3:4], predict the reactants needed to synthesize it. The reactants are: [C:1]([O:5][C:6]([N:8]1[CH2:13][CH:12]=[C:11]([C:14]2[NH:15][C:16]([Cl:20])=[C:17](Cl)[N:18]=2)[CH2:10][CH2:9]1)=[O:7])([CH3:4])([CH3:3])[CH3:2].[F:21][C:22]([F:33])([F:32])[C:23]1[CH:28]=[CH:27][C:26](B(O)O)=[CH:25][CH:24]=1.